This data is from Full USPTO retrosynthesis dataset with 1.9M reactions from patents (1976-2016). The task is: Predict the reactants needed to synthesize the given product. Given the product [NH2:2][CH2:1][C:3]1[CH:4]=[C:5]([N:9]([C@H:13]2[C:22]3[C:17](=[CH:18][CH:19]=[CH:20][CH:21]=3)[N:16]([C:23](=[O:32])[C:24]3[CH:25]=[CH:26][C:27]([O:30][CH3:31])=[CH:28][CH:29]=3)[C@@H:15]([CH3:33])[CH2:14]2)[C:10](=[O:12])[CH3:11])[CH:6]=[CH:7][CH:8]=1, predict the reactants needed to synthesize it. The reactants are: [C:1]([C:3]1[CH:4]=[C:5]([N:9]([C@H:13]2[C:22]3[C:17](=[CH:18][CH:19]=[CH:20][CH:21]=3)[N:16]([C:23](=[O:32])[C:24]3[CH:29]=[CH:28][C:27]([O:30][CH3:31])=[CH:26][CH:25]=3)[C@@H:15]([CH3:33])[CH2:14]2)[C:10](=[O:12])[CH3:11])[CH:6]=[CH:7][CH:8]=1)#[N:2].[BH4-].[Na+].